This data is from Peptide-MHC class I binding affinity with 185,985 pairs from IEDB/IMGT. The task is: Regression. Given a peptide amino acid sequence and an MHC pseudo amino acid sequence, predict their binding affinity value. This is MHC class I binding data. (1) The peptide sequence is SLTIPSFYT. The MHC is HLA-A02:11 with pseudo-sequence HLA-A02:11. The binding affinity (normalized) is 0.787. (2) The peptide sequence is EVNAHIHTM. The MHC is HLA-A26:02 with pseudo-sequence HLA-A26:02. The binding affinity (normalized) is 1.00.